This data is from Catalyst prediction with 721,799 reactions and 888 catalyst types from USPTO. The task is: Predict which catalyst facilitates the given reaction. (1) Reactant: [O:1]1[C:6]2[CH:7]=[CH:8][CH:9]=[CH:10][C:5]=2[O:4][CH2:3][C@@H:2]1[CH2:11]OS(C1C=CC(C)=CC=1)(=O)=O.Cl.[CH3:24][O:25][C:26]1[CH:31]=[CH:30][CH:29]=[CH:28][C:27]=1[CH:32]1[CH2:36][CH2:35][NH:34][CH2:33]1.C([O-])([O-])=O.[K+].[K+]. Product: [O:1]1[C:6]2[CH:7]=[CH:8][CH:9]=[CH:10][C:5]=2[O:4][CH2:3][C@@H:2]1[CH2:11][N:34]1[CH2:35][CH2:36][CH:32]([C:27]2[CH:28]=[CH:29][CH:30]=[CH:31][C:26]=2[O:25][CH3:24])[CH2:33]1. The catalyst class is: 10. (2) Reactant: I[C:2]1[C:7]([N+:8]([O-:10])=[O:9])=[CH:6][CH:5]=[CH:4][C:3]=1[N+:11]([O-:13])=[O:12].C1([Mg]Br)C=CC=CC=1.[CH:22](=[O:26])[CH:23]([CH3:25])[CH3:24]. The catalyst class is: 1. Product: [N+:11]([C:3]1[CH:4]=[CH:5][CH:6]=[C:7]([N+:8]([O-:10])=[O:9])[C:2]=1[CH:22]([OH:26])[CH:23]([CH3:25])[CH3:24])([O-:13])=[O:12].